This data is from HIV replication inhibition screening data with 41,000+ compounds from the AIDS Antiviral Screen. The task is: Binary Classification. Given a drug SMILES string, predict its activity (active/inactive) in a high-throughput screening assay against a specified biological target. (1) The drug is Cl.Nc1ccccc1Sc1ccccc1. The result is 0 (inactive). (2) The compound is CCC(Cl)=NOC(=O)Nc1ccc(OC)cc1. The result is 0 (inactive). (3) The result is 0 (inactive). The compound is CCC1CN2CCc3cc(OC)c(OC)cc3C2CC1CC1c2cc(OC)c(OC)cc2CCN1C(=O)C(Cc1c[nH]c2ccccc12)NC(=O)OC(C)(C)C. (4) The compound is CN(C)C(c1ccccc1)C1COC2Cc3ccccc3C1O2. The result is 0 (inactive). (5) The molecule is COc1ccccc1NC1=NCC(C)S1. The result is 0 (inactive).